The task is: Predict the reaction yield, written as a fraction of the theoretical maximum amount of product (1.0 means a 100% yield; for example, 0.34 means a 34% yield).. This data is from Reaction yield outcomes from USPTO patents with 853,638 reactions. (1) The reactants are [CH2:1]([OH:5])[CH2:2][CH2:3][CH3:4].N#N.[H-].[Na+].Cl[C:11]1[N:16]=[C:15]([Cl:17])[CH:14]=[C:13]([N:18]2[CH2:23][CH2:22][O:21][CH2:20][CH2:19]2)[N:12]=1. The catalyst is CN(C=O)C. The product is [CH2:1]([O:5][C:11]1[N:16]=[C:15]([Cl:17])[CH:14]=[C:13]([N:18]2[CH2:23][CH2:22][O:21][CH2:20][CH2:19]2)[N:12]=1)[CH2:2][CH2:3][CH3:4]. The yield is 0.600. (2) The reactants are [Cl:1][C:2]1[CH:3]=[C:4]([CH:7]=[C:8]([Cl:10])[CH:9]=1)[CH:5]=[O:6].[F:11][C:12]([Si](C)(C)C)([F:14])[F:13].[F-].C([N+](CCCC)(CCCC)CCCC)CCC. The catalyst is C1COCC1.Cl.O. The product is [Cl:1][C:2]1[CH:3]=[C:4]([CH:5]([OH:6])[C:12]([F:14])([F:13])[F:11])[CH:7]=[C:8]([Cl:10])[CH:9]=1. The yield is 0.600. (3) The reactants are [Br:1][C:2]1[CH:3]=[N:4][CH:5]=[C:6]([CH:9]=1)[CH:7]=O.Cl.[CH3:11][NH:12][CH3:13].[BH-](OC(C)=O)(OC(C)=O)OC(C)=O.[Na+]. The catalyst is ClCCCl.C(Cl)Cl.C([O-])(O)=O.[Na+]. The product is [Br:1][C:2]1[CH:9]=[C:6]([CH2:7][N:12]([CH3:13])[CH3:11])[CH:5]=[N:4][CH:3]=1. The yield is 0.926. (4) The reactants are [CH3:1][C:2]1[CH:7]=[C:6]([CH3:8])[CH:5]=[C:4]([CH3:9])[C:3]=1[N:10]=[C:11]=[O:12].[NH2:13][C:14]1[CH:15]=[C:16]([C:34]2[CH:39]=[C:38]([F:40])[CH:37]=[C:36]([F:41])[CH:35]=2)[CH:17]=[CH:18][C:19]=1[C:20]([NH:22][C@@H:23]([CH:28]1[CH2:33][CH2:32][CH2:31][CH2:30][CH2:29]1)[C:24]([O:26][CH3:27])=[O:25])=[O:21].CCCCCC.C(OCC)(=O)C. The catalyst is N1C=CC=CC=1. The product is [CH:28]1([C@H:23]([NH:22][C:20]([C:19]2[CH:18]=[CH:17][C:16]([C:34]3[CH:39]=[C:38]([F:40])[CH:37]=[C:36]([F:41])[CH:35]=3)=[CH:15][C:14]=2[NH:13][C:11]([NH:10][C:3]2[C:2]([CH3:1])=[CH:7][C:6]([CH3:8])=[CH:5][C:4]=2[CH3:9])=[O:12])=[O:21])[C:24]([O:26][CH3:27])=[O:25])[CH2:33][CH2:32][CH2:31][CH2:30][CH2:29]1. The yield is 0.900.